From a dataset of HIV replication inhibition screening data with 41,000+ compounds from the AIDS Antiviral Screen. Binary Classification. Given a drug SMILES string, predict its activity (active/inactive) in a high-throughput screening assay against a specified biological target. (1) The drug is CC1=C(C#N)C2(N)OC1(C)C1C(=O)C=CC(=O)C12. The result is 0 (inactive). (2) The molecule is O=C(CCc1n[nH]c(=S)o1)Nc1cc(Cl)c(Cl)cc1Cl. The result is 0 (inactive). (3) The drug is N#CC(=C1Sc2c(O)ncnc2N1c1ccccc1)c1nc2ccccc2[nH]1. The result is 0 (inactive). (4) The molecule is CC(=O)C=C1Nc2sc(C)c(C)c2C(=O)S1. The result is 0 (inactive).